Predict the product of the given reaction. From a dataset of Forward reaction prediction with 1.9M reactions from USPTO patents (1976-2016). Given the reactants [Cl:1][C:2]1[CH:3]=[C:4]2[C:8](=[CH:9][CH:10]=1)[C@@H:7]([O:11][C:12]1[C:20]3[NH:19][C:18]([CH3:24])(C(O)=O)[N:17]([CH3:25])[C:16]=3[CH:15]=[CH:14][CH:13]=1)[C@H:6]([OH:26])[CH2:5]2.F[B-](F)(F)F.N1([O:41][C:42](N(C)C)=[N+:43]([CH3:45])[CH3:44])C2C=CC=CC=2N=N1.CNC.O.O.[C:54]([OH:59])(=[O:58])[C:55]([OH:57])=[O:56], predict the reaction product. The product is: [C:54]([OH:59])(=[O:58])[C:55]([OH:57])=[O:56].[Cl:1][C:2]1[CH:3]=[C:4]2[C:8](=[CH:9][CH:10]=1)[C@@H:7]([O:11][C:12]1[C:20]3[N:19]=[C:18]([CH3:24])[N:17]([CH3:25])[C:16]=3[CH:15]=[C:14]([C:42]([N:43]([CH3:45])[CH3:44])=[O:41])[CH:13]=1)[C@H:6]([OH:26])[CH2:5]2.